This data is from Forward reaction prediction with 1.9M reactions from USPTO patents (1976-2016). The task is: Predict the product of the given reaction. (1) The product is: [OH:15][C:10]1[CH:11]=[CH:12][CH:13]=[CH:14][C:9]=1[C:5]1[N:4]([CH2:17][CH2:18][C:19]2[CH:20]=[CH:21][CH:22]=[CH:23][CH:24]=2)[C:3](=[O:25])[C:2]([N:32]2[CH2:37][CH2:36][O:35][CH2:34][CH2:33]2)=[C:7]([CH3:8])[N:6]=1. Given the reactants Cl[C:2]1[C:3](=[O:25])[N:4]([CH2:17][CH2:18][C:19]2[CH:24]=[CH:23][CH:22]=[CH:21][CH:20]=2)[C:5]([C:9]2[CH:14]=[CH:13][CH:12]=[CH:11][C:10]=2[O:15]C)=[N:6][C:7]=1[CH3:8].CC([O-])(C)C.[Na+].[NH:32]1[CH2:37][CH2:36][O:35][CH2:34][CH2:33]1, predict the reaction product. (2) Given the reactants Cl[C:2]1[C:11]([CH3:12])=[C:10]([Cl:13])[C:9]2[C:4](=[CH:5][CH:6]=[C:7]([F:14])[CH:8]=2)[N:3]=1.C([Sn](CCCC)(CCCC)[C:20]1[CH:25]=[CH:24][CH:23]=[CH:22][N:21]=1)CCC, predict the reaction product. The product is: [Cl:13][C:10]1[C:9]2[C:4](=[CH:5][CH:6]=[C:7]([F:14])[CH:8]=2)[N:3]=[C:2]([C:20]2[CH:25]=[CH:24][CH:23]=[CH:22][N:21]=2)[C:11]=1[CH3:12]. (3) Given the reactants C(=O)(O)[O-].[Na+].Cl.[Cl:7][C:8]1[CH:9]=[CH:10][C:11]2[O:15][C:14]([S:16]([N:19]3[CH2:24][CH2:23][N:22]([CH2:25][CH:26]4[CH2:31][CH2:30][NH:29][CH2:28][CH2:27]4)[C:21](=[O:32])[CH2:20]3)(=[O:18])=[O:17])=[CH:13][C:12]=2[CH:33]=1.Cl.Cl[C:36]1[CH:41]=[CH:40][CH:39]=[CH:38][N:37]=1, predict the reaction product. The product is: [Cl:7][C:8]1[CH:9]=[CH:10][C:11]2[O:15][C:14]([S:16]([N:19]3[CH2:24][CH2:23][N:22]([CH2:25][CH:26]4[CH2:27][CH2:28][N:29]([C:40]5[CH:39]=[CH:38][N:37]=[CH:36][CH:41]=5)[CH2:30][CH2:31]4)[C:21](=[O:32])[CH2:20]3)(=[O:18])=[O:17])=[CH:13][C:12]=2[CH:33]=1. (4) The product is: [ClH:19].[F:1][C:2]1[CH:3]=[C:4]2[C:5](=[CH:6][CH:7]=1)[NH:8][C:9](=[O:18])[CH:10]=[CH:11]2. Given the reactants [F:1][C:2]1[CH:7]=[CH:6][C:5]([NH:8][C:9](=[O:18])[CH:10]=[CH:11]C2C=CC=CC=2)=[CH:4][CH:3]=1.[Cl-:19].[Cl-].[Cl-].[Al+3], predict the reaction product. (5) Given the reactants O.ON1C2C=CC=CC=2N=N1.[CH:12]1([NH2:15])[CH2:14][CH2:13]1.Cl.C(N=C=NCCCN(C)C)C.[CH2:28]([O:35][C:36]([N:38]1[CH2:42][C@@H:41]([OH:43])[C@H:40]([C:44](O)=[O:45])[CH2:39]1)=[O:37])[C:29]1[CH:34]=[CH:33][CH:32]=[CH:31][CH:30]=1, predict the reaction product. The product is: [CH:12]1([NH:15][C:44]([C@H:40]2[C@H:41]([OH:43])[CH2:42][N:38]([C:36]([O:35][CH2:28][C:29]3[CH:34]=[CH:33][CH:32]=[CH:31][CH:30]=3)=[O:37])[CH2:39]2)=[O:45])[CH2:14][CH2:13]1. (6) Given the reactants C(OC([N:8]1[CH2:13][CH2:12][C:11]([CH3:17])([C:14]([OH:16])=O)[CH2:10][CH2:9]1)=O)(C)(C)C.[CH:18]1([NH2:24])[CH2:23][CH2:22][CH2:21][CH2:20][CH2:19]1.C(OC(N1CCC(C(=O)NC2CCCCC2)CC1)=O)(C)(C)C, predict the reaction product. The product is: [CH:18]1([NH:24][C:14]([C:11]2([CH3:17])[CH2:10][CH2:9][NH:8][CH2:13][CH2:12]2)=[O:16])[CH2:23][CH2:22][CH2:21][CH2:20][CH2:19]1.